From a dataset of Reaction yield outcomes from USPTO patents with 853,638 reactions. Predict the reaction yield, written as a fraction of the theoretical maximum amount of product (1.0 means a 100% yield; for example, 0.34 means a 34% yield). (1) The reactants are [C:1]([O:5][C:6](=[O:17])[NH:7][C:8]1[CH:13]=[C:12]([O:14][CH3:15])[CH:11]=[CH:10][C:9]=1[CH3:16])([CH3:4])([CH3:3])[CH3:2].[Li]C(CC)C.[CH:23](=[O:26])[CH2:24][CH3:25]. The catalyst is C1COCC1. The product is [C:1]([O:5][C:6](=[O:17])[NH:7][C:8]1[CH:13]=[C:12]([O:14][CH3:15])[CH:11]=[CH:10][C:9]=1[CH2:16][CH:23]([OH:26])[CH2:24][CH3:25])([CH3:4])([CH3:3])[CH3:2]. The yield is 0.390. (2) The product is [CH3:23][O:22][C:20](=[O:21])[C:19]1[CH:24]=[CH:25][C:16]([C:9]2[O:10][C:6]3[CH:5]=[CH:4][C:3]([O:2][CH3:1])=[CH:14][C:7]=3[CH:8]=2)=[CH:17][CH:18]=1. The catalyst is C1(C)C=CC=CC=1.CCO. The yield is 0.320. The reactants are [CH3:1][O:2][C:3]1[CH:4]=[CH:5][C:6]2[O:10][C:9](B(O)O)=[CH:8][C:7]=2[CH:14]=1.I[C:16]1[CH:25]=[CH:24][C:19]([C:20]([O:22][CH3:23])=[O:21])=[CH:18][CH:17]=1. (3) The reactants are [F:1][C:2]1[CH:7]=[CH:6][C:5]([NH:8][C@@H:9]([C:43]2[CH:57]=[CH:56][C:46]([O:47][CH2:48][C:49]([O:51][C:52]([CH3:55])([CH3:54])[CH3:53])=[O:50])=[CH:45][CH:44]=2)[C@@H:10]([S:25][CH2:26][C:27]2([C:35]3[CH:40]=[CH:39][C:38]([O:41][CH3:42])=[CH:37][CH:36]=3)[O:32][CH2:31][C:30]([CH3:34])([CH3:33])[CH2:29][O:28]2)[C:11](=[O:24])N2[C@@H](C3C=CC=CC=3)COC2=O)=[CH:4][CH:3]=1.C/C(/O[Si](C)(C)C)=N\[Si](C)(C)C.[F-].C([N+](CCCC)(CCCC)CCCC)CCC. The catalyst is C1(C)C=CC=CC=1. The product is [F:1][C:2]1[CH:3]=[CH:4][C:5]([N:8]2[C:11](=[O:24])[C@H:10]([S:25][CH2:26][C:27]3([C:35]4[CH:36]=[CH:37][C:38]([O:41][CH3:42])=[CH:39][CH:40]=4)[O:28][CH2:29][C:30]([CH3:33])([CH3:34])[CH2:31][O:32]3)[C@H:9]2[C:43]2[CH:44]=[CH:45][C:46]([O:47][CH2:48][C:49]([O:51][C:52]([CH3:53])([CH3:54])[CH3:55])=[O:50])=[CH:56][CH:57]=2)=[CH:6][CH:7]=1. The yield is 0.410. (4) The reactants are [O:1]=[C:2]1[CH:7]([N:8]2[CH2:16][C:15]3[C:10](=[CH:11][CH:12]=[C:13]([CH2:17][NH:18][C:19](=[O:33])[C:20]([F:32])([F:31])[C:21]4[CH:26]=[CH:25][C:24]([C:27](O)([CH3:29])[CH3:28])=[CH:23][CH:22]=4)[CH:14]=3)[C:9]2=[O:34])[CH2:6][CH2:5][C:4](=[O:35])[NH:3]1.C(N(S(F)(F)[F:42])CC)C. The catalyst is ClCCl.C(=O)(O)[O-].[Na+]. The product is [O:1]=[C:2]1[CH:7]([N:8]2[CH2:16][C:15]3[C:10](=[CH:11][CH:12]=[C:13]([CH2:17][NH:18][C:19](=[O:33])[C:20]([F:31])([F:32])[C:21]4[CH:22]=[CH:23][C:24]([C:27]([F:42])([CH3:28])[CH3:29])=[CH:25][CH:26]=4)[CH:14]=3)[C:9]2=[O:34])[CH2:6][CH2:5][C:4](=[O:35])[NH:3]1. The yield is 0.410. (5) The reactants are [CH3:1][O:2][C:3]([C:5]1[C:6]2[CH2:7][C:8]([CH3:24])([CH3:23])[CH:9]([C:16]3[CH:21]=[CH:20][CH:19]=[C:18](Br)[CH:17]=3)[NH:10][C:11]=2[CH:12]=[C:13]([Cl:15])[CH:14]=1)=[O:4].[NH:25]1[CH2:30][CH2:29][O:28][CH2:27][CH2:26]1.Cl.CN(C)CC(O)=O.C(=O)([O-])[O-].[K+].[K+]. The catalyst is CS(C)=O.[Cu]I. The product is [CH3:1][O:2][C:3]([C:5]1[C:6]2[CH2:7][C:8]([CH3:24])([CH3:23])[CH:9]([C:16]3[CH:21]=[CH:20][CH:19]=[C:18]([N:25]4[CH2:30][CH2:29][O:28][CH2:27][CH2:26]4)[CH:17]=3)[NH:10][C:11]=2[CH:12]=[C:13]([Cl:15])[CH:14]=1)=[O:4]. The yield is 0.800.